This data is from Peptide-MHC class II binding affinity with 134,281 pairs from IEDB. The task is: Regression. Given a peptide amino acid sequence and an MHC pseudo amino acid sequence, predict their binding affinity value. This is MHC class II binding data. (1) The peptide sequence is ISTNIRQAGVQYSRA. The MHC is HLA-DQA10101-DQB10501 with pseudo-sequence HLA-DQA10101-DQB10501. The binding affinity (normalized) is 0. (2) The peptide sequence is MWDPDVYLAFSGHRN. The MHC is DRB1_1602 with pseudo-sequence DRB1_1602. The binding affinity (normalized) is 0.489.